Dataset: Forward reaction prediction with 1.9M reactions from USPTO patents (1976-2016). Task: Predict the product of the given reaction. The product is: [NH2:1][C:2]1[S:6][C:5]([C:7]2[CH:8]=[N:9][C:10]([N:13]3[CH2:18][CH2:17][O:16][CH2:15][CH2:14]3)=[CH:11][CH:12]=2)=[N:4][C:3]=1[C:19]([OH:21])=[O:20]. Given the reactants [NH2:1][C:2]1[S:6][C:5]([C:7]2[CH:8]=[N:9][C:10]([N:13]3[CH2:18][CH2:17][O:16][CH2:15][CH2:14]3)=[CH:11][CH:12]=2)=[N:4][C:3]=1[C:19]([O:21]CC)=[O:20].CO.[OH-].[K+].Cl, predict the reaction product.